This data is from Catalyst prediction with 721,799 reactions and 888 catalyst types from USPTO. The task is: Predict which catalyst facilitates the given reaction. (1) Reactant: [Cl:1][C:2]1[CH:7]=[CH:6][CH:5]=[C:4]([F:8])[C:3]=1[C:9]1[NH:10][C:11](=[O:26])[N:12](C2C=CC(C#C[Si](C)(C)C)=CC=2)[N:13]=1.[CH3:40][CH2:41][CH2:42][CH2:43][N+]([CH2:40][CH2:41][CH2:42][CH3:43])([CH2:40][CH2:41][CH2:42][CH3:43])[CH2:40][CH2:41][CH2:42][CH3:43].[F-]. Product: [Cl:1][C:2]1[CH:7]=[CH:6][CH:5]=[C:4]([F:8])[C:3]=1[CH:9]1[N:13]([C:2]2[CH:7]=[CH:40][C:41]([C:42]#[CH:43])=[CH:4][CH:3]=2)[NH:12][C:11](=[O:26])[NH:10]1. The catalyst class is: 2. (2) Reactant: [Br:1][C:2]1[CH:10]=[CH:9][C:8]([C:11]([O:13][CH3:14])=[O:12])=[C:7]2[C:3]=1[CH:4]=[CH:5][N:6]2[CH2:15][O:16][CH2:17][CH2:18][Si:19]([CH3:22])([CH3:21])[CH3:20].C([N-]C(C)C)(C)C.[Li+].[I:31]I.[O-]S([O-])(=S)=O.[Na+].[Na+]. Product: [Br:1][C:2]1[CH:10]=[CH:9][C:8]([C:11]([O:13][CH3:14])=[O:12])=[C:7]2[C:3]=1[CH:4]=[C:5]([I:31])[N:6]2[CH2:15][O:16][CH2:17][CH2:18][Si:19]([CH3:21])([CH3:20])[CH3:22]. The catalyst class is: 1.